Dataset: Forward reaction prediction with 1.9M reactions from USPTO patents (1976-2016). Task: Predict the product of the given reaction. The product is: [CH2:1]([O:3][C:4]([C:6]1[N:7]([CH2:20][CH3:21])[C:8]2[C:13]([CH:14]=1)=[CH:12][C:11]([N+:15]([O-:17])=[O:16])=[CH:10][CH:9]=2)=[O:5])[CH3:2]. Given the reactants [CH2:1]([O:3][C:4]([C:6]1[NH:7][C:8]2[C:13]([CH:14]=1)=[CH:12][C:11]([N+:15]([O-:17])=[O:16])=[CH:10][CH:9]=2)=[O:5])[CH3:2].[H-].[Na+].[CH2:20](I)[CH3:21].C(O)C, predict the reaction product.